From a dataset of Reaction yield outcomes from USPTO patents with 853,638 reactions. Predict the reaction yield, written as a fraction of the theoretical maximum amount of product (1.0 means a 100% yield; for example, 0.34 means a 34% yield). (1) The reactants are [H-].[Na+].[OH:3][C:4]1[CH:5]=[CH:6][CH:7]=[C:8]2[C:13]=1[N:12]=[CH:11][CH:10]=[CH:9]2.[CH2:14](Br)[CH:15]=[CH2:16]. The catalyst is CN(C=O)C. The product is [CH2:16]([O:3][C:4]1[CH:5]=[CH:6][CH:7]=[C:8]2[C:13]=1[N:12]=[CH:11][CH:10]=[CH:9]2)[CH:15]=[CH2:14]. The yield is 0.720. (2) The reactants are O=[CH:2][CH2:3][C:4]1[C:12]2[C:7](=[CH:8][CH:9]=[C:10]([C:13]#[N:14])[CH:11]=2)[NH:6][CH:5]=1.[CH3:15][C:16]1[CH:21]=[CH:20][N:19]([C:22]2[CH:27]=[CH:26][C:25]([N:28]3[CH2:33][CH2:32][NH:31][CH2:30][CH2:29]3)=[CH:24][CH:23]=2)[C:18](=[O:34])[CH:17]=1.C([BH3-])#N.[Na+].C(O)(=O)C. The catalyst is CO.O1CCCC1. The product is [CH3:15][C:16]1[CH:21]=[CH:20][N:19]([C:22]2[CH:23]=[CH:24][C:25]([N:28]3[CH2:29][CH2:30][N:31]([CH2:2][CH2:3][C:4]4[C:12]5[C:7](=[CH:8][CH:9]=[C:10]([C:13]#[N:14])[CH:11]=5)[NH:6][CH:5]=4)[CH2:32][CH2:33]3)=[CH:26][CH:27]=2)[C:18](=[O:34])[CH:17]=1. The yield is 0.680. (3) The reactants are [Cl:1][C:2]1[CH:3]=[C:4]([CH:8]2[C:12]([C:15]3[CH:20]=[CH:19][C:18]([Cl:21])=[CH:17][CH:16]=3)([C:13]#[N:14])[CH:11]([CH2:22][C:23]([CH3:26])([CH3:25])[CH3:24])[NH:10][CH:9]2[C:27]([OH:29])=O)[CH:5]=[CH:6][CH:7]=1.[O:30]([CH2:34][CH2:35][NH2:36])[CH2:31][CH2:32][NH2:33].CN(C(ON1N=NC2C=CC=NC1=2)=[N+](C)C)C.F[P-](F)(F)(F)(F)F.CCN(C(C)C)C(C)C. The catalyst is C(Cl)Cl. The product is [NH2:33][CH2:32][CH2:31][O:30][CH2:34][CH2:35][NH:36][C:27]([CH:9]1[CH:8]([C:4]2[CH:5]=[CH:6][CH:7]=[C:2]([Cl:1])[CH:3]=2)[C:12]([C:15]2[CH:20]=[CH:19][C:18]([Cl:21])=[CH:17][CH:16]=2)([C:13]#[N:14])[CH:11]([CH2:22][C:23]([CH3:24])([CH3:26])[CH3:25])[NH:10]1)=[O:29]. The yield is 0.196. (4) The reactants are [NH:1]1[C:9]2[C:4](=[CH:5][CH:6]=[CH:7][CH:8]=2)[C:3](/[CH:10]=[CH:11]/[C:12]2[CH:20]=[CH:19][C:15]([C:16]([OH:18])=O)=[CH:14][CH:13]=2)=[N:2]1.C(OC([NH:28][CH:29]1[CH2:34][CH2:33][NH:32][CH2:31][CH2:30]1)=O)(C)(C)C.O.ON1C2C=CC=CC=2N=N1.Cl.C(N=C=NCCCN(C)C)C.CN1CCOCC1.Cl.CO. The catalyst is CO. The product is [NH:1]1[C:9]2[C:4](=[CH:5][CH:6]=[CH:7][CH:8]=2)[C:3](/[CH:10]=[CH:11]/[C:12]2[CH:13]=[CH:14][C:15]([C:16]([N:32]3[CH2:33][CH2:34][CH:29]([NH2:28])[CH2:30][CH2:31]3)=[O:18])=[CH:19][CH:20]=2)=[N:2]1. The yield is 0.660.